From a dataset of Forward reaction prediction with 1.9M reactions from USPTO patents (1976-2016). Predict the product of the given reaction. (1) Given the reactants Br[C:2]1[CH:7]=[CH:6][N:5]2[CH:8]=[C:9]([C:11]3[CH:16]=[CH:15][CH:14]=[CH:13][CH:12]=3)[N:10]=[C:4]2[CH:3]=1.Cl.[CH3:18][O:19][C@H:20]1[CH2:24][CH2:23][NH:22][CH2:21]1, predict the reaction product. The product is: [CH3:18][O:19][C@H:20]1[CH2:24][CH2:23][N:22]([C:2]2[CH:7]=[CH:6][N:5]3[CH:8]=[C:9]([C:11]4[CH:16]=[CH:15][CH:14]=[CH:13][CH:12]=4)[N:10]=[C:4]3[CH:3]=2)[CH2:21]1. (2) Given the reactants O=C1C2C(=CC=CC=2)C(=O)[N:3]1[C:12]1[CH:13]=[C:14]2[C:18](=[CH:19][CH:20]=1)[CH2:17][CH:16]([C:21]([O:23][CH2:24][CH3:25])=[O:22])[CH2:15]2.NN.O, predict the reaction product. The product is: [NH2:3][C:12]1[CH:13]=[C:14]2[C:18](=[CH:19][CH:20]=1)[CH2:17][CH:16]([C:21]([O:23][CH2:24][CH3:25])=[O:22])[CH2:15]2. (3) Given the reactants Br[C:2]1[CH:3]=[C:4]([NH2:14])[CH:5]=[N:6][C:7]=1[O:8][CH2:9][C:10]([F:13])([F:12])[F:11].[Cl:15][C:16]1[CH:21]=[CH:20][C:19](B(O)O)=[CH:18][C:17]=1[F:25], predict the reaction product. The product is: [Cl:15][C:16]1[CH:21]=[CH:20][C:19]([C:2]2[CH:3]=[C:4]([NH2:14])[CH:5]=[N:6][C:7]=2[O:8][CH2:9][C:10]([F:13])([F:12])[F:11])=[CH:18][C:17]=1[F:25].